Dataset: Forward reaction prediction with 1.9M reactions from USPTO patents (1976-2016). Task: Predict the product of the given reaction. (1) Given the reactants [CH3:1][C:2]1([CH3:19])[C:10]2[C:5](=[CH:6][C:7]([N+:15]([O-:17])=[O:16])=[C:8]([NH:11]C(=O)C)[CH:9]=2)[NH:4][C:3]1=[O:18].Br[CH2:21][C:22]1[CH:27]=[CH:26][C:25]([Cl:28])=[CH:24][CH:23]=1.C([O-])([O-])=O.[K+].[K+], predict the reaction product. The product is: [NH2:11][C:8]1[CH:9]=[C:10]2[C:5](=[CH:6][C:7]=1[N+:15]([O-:17])=[O:16])[N:4]([CH2:21][C:22]1[CH:27]=[CH:26][C:25]([Cl:28])=[CH:24][CH:23]=1)[C:3](=[O:18])[C:2]2([CH3:1])[CH3:19]. (2) The product is: [NH2:49][C@H:39]1[C@@H:40]([NH:44][C:45](=[O:48])[O:46][CH3:47])[C@@H:41]([CH3:43])[CH2:42][N:37]([C:36]2[CH:35]=[CH:34][N:33]=[CH:32][C:31]=2[NH:30][C:28]([C:13]2[C:12]([NH2:11])=[CH:21][C:20]3[C:15](=[CH:16][C:17]([CH:22]4[CH2:27][CH2:26][O:25][CH2:24][CH2:23]4)=[CH:18][CH:19]=3)[N:14]=2)=[O:29])[CH2:38]1. Given the reactants C(OC([NH:11][C:12]1[C:13]([C:28]([NH:30][C:31]2[CH:32]=[N:33][CH:34]=[CH:35][C:36]=2[N:37]2[CH2:42][C@H:41]([CH3:43])[C@H:40]([NH:44][C:45](=[O:48])[O:46][CH3:47])[C@H:39]([NH:49]C(=O)OC(C)(C)C)[CH2:38]2)=[O:29])=[N:14][C:15]2[C:20]([CH:21]=1)=[CH:19][CH:18]=[C:17]([C:22]1[CH2:23][CH2:24][O:25][CH2:26][CH:27]=1)[CH:16]=2)=O)C1C=CC=CC=1, predict the reaction product. (3) Given the reactants Cl[C:2]1[N:7]=[C:6]([C:8]2[S:12][C:11]([CH:13]3[CH2:18][CH2:17][O:16][CH2:15][CH2:14]3)=[N:10][C:9]=2[C:19]2[C:20]([F:34])=[C:21]([NH:25][S:26]([C:29]3[CH:33]=[CH:32][O:31][CH:30]=3)(=[O:28])=[O:27])[CH:22]=[CH:23][CH:24]=2)[CH:5]=[CH:4][N:3]=1.[CH2:35]([NH2:39])[CH:36]([CH3:38])[CH3:37], predict the reaction product. The product is: [F:34][C:20]1[C:19]([C:9]2[N:10]=[C:11]([CH:13]3[CH2:18][CH2:17][O:16][CH2:15][CH2:14]3)[S:12][C:8]=2[C:6]2[CH:5]=[CH:4][N:3]=[C:2]([NH:39][CH2:35][CH:36]([CH3:38])[CH3:37])[N:7]=2)=[CH:24][CH:23]=[CH:22][C:21]=1[NH:25][S:26]([C:29]1[CH:33]=[CH:32][O:31][CH:30]=1)(=[O:28])=[O:27]. (4) Given the reactants [Cl:1][C:2]1[CH:7]=[CH:6][C:5]([NH2:8])=[C:4]([C:9]2[NH:10][N:11]=[C:12]([CH:14]3[CH2:16][CH2:15]3)[N:13]=2)[CH:3]=1.Cl[CH2:18][C:19](Cl)=[O:20].[OH-].[Na+].Cl, predict the reaction product. The product is: [Cl:1][C:2]1[CH:7]=[CH:6][C:5]2[NH:8][C:19](=[O:20])[CH2:18][N:10]3[C:9](=[N:13][C:12]([CH:14]4[CH2:16][CH2:15]4)=[N:11]3)[C:4]=2[CH:3]=1. (5) Given the reactants [S:1](Cl)([C:4]1[CH:10]=[CH:9][C:7]([CH3:8])=[CH:6][CH:5]=1)(=[O:3])=[O:2].[N:12]1([CH2:18][CH2:19][CH2:20][NH:21][C:22]2[C:34]3[C:33]4[C:28](=[CH:29][C:30]([C:35]([O:37][CH3:38])=[O:36])=[CH:31][CH:32]=4)[NH:27][C:26]=3[N:25]=[C:24]([CH2:39][C:40]3[CH:45]=[CH:44][CH:43]=[C:42]([C:46](=[N:51][OH:52])[C:47]([F:50])([F:49])[F:48])[CH:41]=3)[N:23]=2)[CH2:17][CH2:16][CH2:15][CH2:14][CH2:13]1.C(N(CC)CC)C, predict the reaction product. The product is: [N:12]1([CH2:18][CH2:19][CH2:20][NH:21][C:22]2[C:34]3[C:33]4[C:28](=[CH:29][C:30]([C:35]([O:37][CH3:38])=[O:36])=[CH:31][CH:32]=4)[NH:27][C:26]=3[N:25]=[C:24]([CH2:39][C:40]3[CH:45]=[CH:44][CH:43]=[C:42]([C:46](=[N:51][O:52][S:1]([C:4]4[CH:10]=[CH:9][C:7]([CH3:8])=[CH:6][CH:5]=4)(=[O:3])=[O:2])[C:47]([F:50])([F:48])[F:49])[CH:41]=3)[N:23]=2)[CH2:13][CH2:14][CH2:15][CH2:16][CH2:17]1. (6) Given the reactants [Cl:1][C:2]1[N:7]=[CH:6][C:5]([C:8]2[NH:12][C:11]([C@@H:13]3[CH2:17][CH2:16][CH2:15][N:14]3C(OC(C)(C)C)=O)=[N:10][CH:9]=2)=[CH:4][N:3]=1, predict the reaction product. The product is: [ClH:1].[ClH:1].[ClH:1].[Cl:1][C:2]1[N:7]=[CH:6][C:5]([C:8]2[NH:12][C:11]([C@@H:13]3[CH2:17][CH2:16][CH2:15][NH:14]3)=[N:10][CH:9]=2)=[CH:4][N:3]=1. (7) Given the reactants [F:1][C:2]1[CH:30]=[C:29]([N+:31]([O-])=O)[CH:28]=[CH:27][C:3]=1[O:4][C:5]1[CH:10]=[CH:9][N:8]=[C:7]([NH:11][C:12]([N:14]2[CH2:19][CH2:18][CH:17]([N:20]3[CH2:23][CH:22]([N:24]([CH3:26])[CH3:25])[CH2:21]3)[CH2:16][CH2:15]2)=[O:13])[CH:6]=1, predict the reaction product. The product is: [NH2:31][C:29]1[CH:28]=[CH:27][C:3]([O:4][C:5]2[CH:10]=[CH:9][N:8]=[C:7]([NH:11][C:12]([N:14]3[CH2:19][CH2:18][CH:17]([N:20]4[CH2:21][CH:22]([N:24]([CH3:25])[CH3:26])[CH2:23]4)[CH2:16][CH2:15]3)=[O:13])[CH:6]=2)=[C:2]([F:1])[CH:30]=1.